This data is from Reaction yield outcomes from USPTO patents with 853,638 reactions. The task is: Predict the reaction yield, written as a fraction of the theoretical maximum amount of product (1.0 means a 100% yield; for example, 0.34 means a 34% yield). The reactants are Cl[C:2]1[N:7]=[C:6]([NH:8][C:9]2[CH:14]=[CH:13][C:12]([O:15][CH3:16])=[C:11]([Cl:17])[CH:10]=2)[N:5]=[C:4]([NH:18][CH:19]2[CH2:25][CH2:24][CH2:23][CH2:22][CH2:21][CH2:20]2)[N:3]=1.C(=O)([O-])[O-].[K+].[K+].[I:32][C:33]1[CH:38]=[CH:37][CH:36]=[CH:35][C:34]=1[OH:39]. The catalyst is CN(C)C=O.O. The product is [Cl:17][C:11]1[CH:10]=[C:9]([NH:8][C:6]2[N:5]=[C:4]([NH:18][CH:19]3[CH2:25][CH2:24][CH2:23][CH2:22][CH2:21][CH2:20]3)[N:3]=[C:2]([O:39][C:34]3[CH:35]=[CH:36][CH:37]=[CH:38][C:33]=3[I:32])[N:7]=2)[CH:14]=[CH:13][C:12]=1[O:15][CH3:16]. The yield is 0.950.